This data is from NCI-60 drug combinations with 297,098 pairs across 59 cell lines. The task is: Regression. Given two drug SMILES strings and cell line genomic features, predict the synergy score measuring deviation from expected non-interaction effect. (1) Drug 1: C1=CN(C=N1)CC(O)(P(=O)(O)O)P(=O)(O)O. Drug 2: CC1=C(N=C(N=C1N)C(CC(=O)N)NCC(C(=O)N)N)C(=O)NC(C(C2=CN=CN2)OC3C(C(C(C(O3)CO)O)O)OC4C(C(C(C(O4)CO)O)OC(=O)N)O)C(=O)NC(C)C(C(C)C(=O)NC(C(C)O)C(=O)NCCC5=NC(=CS5)C6=NC(=CS6)C(=O)NCCC[S+](C)C)O. Cell line: UACC62. Synergy scores: CSS=12.2, Synergy_ZIP=-5.02, Synergy_Bliss=0.427, Synergy_Loewe=-8.88, Synergy_HSA=-1.79. (2) Drug 1: CC1=C2C(C(=O)C3(C(CC4C(C3C(C(C2(C)C)(CC1OC(=O)C(C(C5=CC=CC=C5)NC(=O)C6=CC=CC=C6)O)O)OC(=O)C7=CC=CC=C7)(CO4)OC(=O)C)O)C)OC(=O)C. Drug 2: CC1=C(N=C(N=C1N)C(CC(=O)N)NCC(C(=O)N)N)C(=O)NC(C(C2=CN=CN2)OC3C(C(C(C(O3)CO)O)O)OC4C(C(C(C(O4)CO)O)OC(=O)N)O)C(=O)NC(C)C(C(C)C(=O)NC(C(C)O)C(=O)NCCC5=NC(=CS5)C6=NC(=CS6)C(=O)NCCC[S+](C)C)O. Cell line: MALME-3M. Synergy scores: CSS=9.18, Synergy_ZIP=-5.41, Synergy_Bliss=-0.965, Synergy_Loewe=-0.795, Synergy_HSA=-0.136. (3) Drug 1: C1=CC(=CC=C1CCC2=CNC3=C2C(=O)NC(=N3)N)C(=O)NC(CCC(=O)O)C(=O)O. Drug 2: CNC(=O)C1=NC=CC(=C1)OC2=CC=C(C=C2)NC(=O)NC3=CC(=C(C=C3)Cl)C(F)(F)F. Cell line: SR. Synergy scores: CSS=46.2, Synergy_ZIP=-14.2, Synergy_Bliss=-24.6, Synergy_Loewe=-23.4, Synergy_HSA=-21.6. (4) Drug 1: CC1OCC2C(O1)C(C(C(O2)OC3C4COC(=O)C4C(C5=CC6=C(C=C35)OCO6)C7=CC(=C(C(=C7)OC)O)OC)O)O. Drug 2: C(CCl)NC(=O)N(CCCl)N=O. Cell line: MDA-MB-231. Synergy scores: CSS=12.1, Synergy_ZIP=-10.7, Synergy_Bliss=-8.26, Synergy_Loewe=-14.3, Synergy_HSA=-6.71. (5) Drug 1: C1CCN(CC1)CCOC2=CC=C(C=C2)C(=O)C3=C(SC4=C3C=CC(=C4)O)C5=CC=C(C=C5)O. Drug 2: CCCCCOC(=O)NC1=NC(=O)N(C=C1F)C2C(C(C(O2)C)O)O. Cell line: SN12C. Synergy scores: CSS=2.34, Synergy_ZIP=-1.30, Synergy_Bliss=-1.05, Synergy_Loewe=-66.5, Synergy_HSA=-0.210. (6) Drug 1: CC1C(C(CC(O1)OC2CC(CC3=C2C(=C4C(=C3O)C(=O)C5=C(C4=O)C(=CC=C5)OC)O)(C(=O)C)O)N)O.Cl. Drug 2: C1=C(C(=O)NC(=O)N1)F. Cell line: HT29. Synergy scores: CSS=36.1, Synergy_ZIP=-13.2, Synergy_Bliss=-16.2, Synergy_Loewe=-13.5, Synergy_HSA=-11.8. (7) Drug 1: CC1=CC2C(CCC3(C2CCC3(C(=O)C)OC(=O)C)C)C4(C1=CC(=O)CC4)C. Drug 2: CC1=C(N=C(N=C1N)C(CC(=O)N)NCC(C(=O)N)N)C(=O)NC(C(C2=CN=CN2)OC3C(C(C(C(O3)CO)O)O)OC4C(C(C(C(O4)CO)O)OC(=O)N)O)C(=O)NC(C)C(C(C)C(=O)NC(C(C)O)C(=O)NCCC5=NC(=CS5)C6=NC(=CS6)C(=O)NCCC[S+](C)C)O. Cell line: PC-3. Synergy scores: CSS=11.7, Synergy_ZIP=-4.10, Synergy_Bliss=-1.55, Synergy_Loewe=-7.84, Synergy_HSA=0.580. (8) Drug 1: CC1C(C(CC(O1)OC2CC(CC3=C2C(=C4C(=C3O)C(=O)C5=C(C4=O)C(=CC=C5)OC)O)(C(=O)CO)O)N)O.Cl. Drug 2: C1CNP(=O)(OC1)N(CCCl)CCCl. Cell line: CCRF-CEM. Synergy scores: CSS=22.0, Synergy_ZIP=-8.66, Synergy_Bliss=-3.64, Synergy_Loewe=-12.4, Synergy_HSA=-3.44.